From a dataset of Full USPTO retrosynthesis dataset with 1.9M reactions from patents (1976-2016). Predict the reactants needed to synthesize the given product. (1) Given the product [C:1]([Si:5]([CH3:32])([CH3:31])[O:6][CH2:7][CH2:8][N:9]1[CH2:14][CH2:13][N:12]([CH2:15][C:16]2[CH:21]=[CH:20][C:19]([NH:22][C:49]([C:38]3[N:39]([CH2:41][O:42][CH2:43][CH2:44][Si:45]([CH3:48])([CH3:47])[CH3:46])[CH:40]=[C:36]([C:34]#[N:35])[N:37]=3)=[O:50])=[C:18]([C:23]3[CH2:28][CH2:27][C:26]([CH3:30])([CH3:29])[CH2:25][CH:24]=3)[CH:17]=2)[CH2:11][CH2:10]1)([CH3:4])([CH3:3])[CH3:2], predict the reactants needed to synthesize it. The reactants are: [C:1]([Si:5]([CH3:32])([CH3:31])[O:6][CH2:7][CH2:8][N:9]1[CH2:14][CH2:13][N:12]([CH2:15][C:16]2[CH:21]=[CH:20][C:19]([NH2:22])=[C:18]([C:23]3[CH2:28][CH2:27][C:26]([CH3:30])([CH3:29])[CH2:25][CH:24]=3)[CH:17]=2)[CH2:11][CH2:10]1)([CH3:4])([CH3:3])[CH3:2].[K+].[C:34]([C:36]1[N:37]=[C:38]([C:49]([O-])=[O:50])[N:39]([CH2:41][O:42][CH2:43][CH2:44][Si:45]([CH3:48])([CH3:47])[CH3:46])[CH:40]=1)#[N:35].C1CN([P+](Br)(N2CCCC2)N2CCCC2)CC1.F[P-](F)(F)(F)(F)F.CCN(C(C)C)C(C)C. (2) Given the product [Br:1][C:2]1[CH:3]=[N:4][CH:5]=[C:6]2[C:11]=1[N:10]=[C:9]([C:12]([NH:51][CH2:50][C:49]([F:53])([F:52])[F:48])=[O:14])[CH:8]=[CH:7]2, predict the reactants needed to synthesize it. The reactants are: [Br:1][C:2]1[CH:3]=[N:4][CH:5]=[C:6]2[C:11]=1[N:10]=[C:9]([C:12]([OH:14])=O)[CH:8]=[CH:7]2.C(N(CC)C(C)C)(C)C.F[P-](F)(F)(F)(F)F.N1(OC(N(C)C)=[N+](C)C)C2N=CC=CC=2N=N1.[F:48][C:49]([F:53])([F:52])[CH2:50][NH2:51]. (3) Given the product [CH3:1][C:2]1[CH:7]=[CH:6][C:5]([CH3:8])=[CH:4][C:3]=1[C:9]1[C:17]2[O:16][CH:15]([CH2:18][NH:33][CH3:32])[CH2:14][C:13]=2[CH:12]=[C:11]([O:30][CH3:31])[CH:10]=1, predict the reactants needed to synthesize it. The reactants are: [CH3:1][C:2]1[CH:7]=[CH:6][C:5]([CH3:8])=[CH:4][C:3]=1[C:9]1[C:17]2[O:16][CH:15]([CH2:18]OS(C3C=CC(C)=CC=3)(=O)=O)[CH2:14][C:13]=2[CH:12]=[C:11]([O:30][CH3:31])[CH:10]=1.[CH3:32][NH2:33].